Predict the product of the given reaction. From a dataset of Forward reaction prediction with 1.9M reactions from USPTO patents (1976-2016). (1) Given the reactants F[C:2]1[CH:7]=[CH:6][C:5]([N+:8]([O-:10])=[O:9])=[CH:4][CH:3]=1.[NH:11]1[CH2:14][CH2:13][CH2:12]1.Cl.C([O-])([O-])=O.[K+].[K+], predict the reaction product. The product is: [N+:8]([C:5]1[CH:6]=[CH:7][C:2]([N:11]2[CH2:14][CH2:13][CH2:12]2)=[CH:3][CH:4]=1)([O-:10])=[O:9]. (2) Given the reactants [CH3:1][CH:2]([CH2:5][OH:6])[CH2:3][OH:4].C1(P(C2C=CC=CC=2)C2C=CC=CC=2)C=CC=CC=1.N(C(OCC)=O)=NC(OCC)=O.O[C:39]1[CH:44]=[CH:43][C:42]([C:45]2[S:46][C:47]([C:51]([O:53][CH2:54][CH3:55])=[O:52])=[C:48]([CH3:50])[N:49]=2)=[CH:41][C:40]=1[N:56]1[CH:60]=[N:59][N:58]=[N:57]1, predict the reaction product. The product is: [OH:4][CH2:3][CH:2]([CH3:1])[CH2:5][O:6][C:39]1[CH:44]=[CH:43][C:42]([C:45]2[S:46][C:47]([C:51]([O:53][CH2:54][CH3:55])=[O:52])=[C:48]([CH3:50])[N:49]=2)=[CH:41][C:40]=1[N:56]1[CH:60]=[N:59][N:58]=[N:57]1. (3) The product is: [OH:29][C:26]1[CH:25]=[CH:24][C:23]([C:22]([C:10]2[C:11]3[C:12](=[N:13][CH:14]=[C:15]([C:17]4[S:18][CH:19]=[CH:20][CH:21]=4)[CH:16]=3)[NH:8][CH:9]=2)=[O:31])=[CH:28][CH:27]=1. Given the reactants C(OC([N:8]1[C:12]2=[N:13][CH:14]=[C:15]([C:17]3[S:18][CH:19]=[CH:20][CH:21]=3)[CH:16]=[C:11]2[C:10]([C:22](=[O:31])[C:23]2[CH:28]=[CH:27][C:26]([O:29]C)=[CH:25][CH:24]=2)=[CH:9]1)=O)(C)(C)C.C(Cl)Cl.B(Br)(Br)Br, predict the reaction product. (4) Given the reactants [C:1]([N:4]1[C:12]2[C:7](=[CH:8][C:9]([N+:13]([O-:15])=[O:14])=[CH:10][CH:11]=2)[C:6](=[C:16](OCC)[C:17]2[CH:22]=[CH:21][CH:20]=[CH:19][CH:18]=2)C1=O)(=[O:3])C.[CH3:27][N:28]([CH2:30][C:31]1[CH:37]=[CH:36][C:34]([NH2:35])=[CH:33][CH:32]=1)[CH3:29].[OH-].[Na+], predict the reaction product. The product is: [CH3:29][N:28]([CH2:30][C:31]1[CH:32]=[CH:33][C:34]([NH:35]/[C:16](=[C:6]2\[C:1](=[O:3])[NH:4][C:12]3[C:7]\2=[CH:8][C:9]([N+:13]([O-:15])=[O:14])=[CH:10][CH:11]=3)/[C:17]2[CH:18]=[CH:19][CH:20]=[CH:21][CH:22]=2)=[CH:36][CH:37]=1)[CH3:27]. (5) Given the reactants [C:1]([C:5]1[N:6]=[C:7]([N:16]2[CH2:20][CH2:19][C:18]([F:22])([F:21])[CH2:17]2)[C:8]2[N:13]=[N:12][N:11]([CH2:14][CH3:15])[C:9]=2[N:10]=1)([CH3:4])([CH3:3])[CH3:2].C(C1N=C(N2CCC(F)(F)C2)C2N=NNC=2N=1)(C)(C)C.BrC1C[S:46](=[O:49])(=[O:48])[CH2:45]1, predict the reaction product. The product is: [C:1]([C:5]1[N:6]=[C:7]([N:16]2[CH2:20][CH2:19][C:18]([F:21])([F:22])[CH2:17]2)[C:8]2[N:13]=[N:12][N:11]([CH:14]3[CH2:45][S:46](=[O:49])(=[O:48])[CH2:15]3)[C:9]=2[N:10]=1)([CH3:2])([CH3:3])[CH3:4]. (6) Given the reactants [CH3:1][N:2]1[CH:6]=[C:5](B2OC(C)(C)C(C)(C)O2)[CH:4]=[N:3]1.Br[C:17]1[CH:22]=[CH:21][N:20]2[C:23]([C:26]([NH:28][C:29]3[CH:37]=[CH:36][CH:35]=[C:34]4[C:30]=3[C:31]([CH2:46][CH3:47])=[N:32][N:33]4[CH2:38][C:39]3[CH:43]=[CH:42][N:41]([CH2:44][CH3:45])[N:40]=3)=[O:27])=[CH:24][N:25]=[C:19]2[CH:18]=1.C(=O)([O-])[O-].[K+].[K+].O.CN(C=O)C.CC#N, predict the reaction product. The product is: [CH2:46]([C:31]1[C:30]2[C:34](=[CH:35][CH:36]=[CH:37][C:29]=2[NH:28][C:26]([C:23]2[N:20]3[CH:21]=[CH:22][C:17]([C:5]4[CH:4]=[N:3][N:2]([CH3:1])[CH:6]=4)=[CH:18][C:19]3=[N:25][CH:24]=2)=[O:27])[N:33]([CH2:38][C:39]2[CH:43]=[CH:42][N:41]([CH2:44][CH3:45])[N:40]=2)[N:32]=1)[CH3:47].